This data is from Forward reaction prediction with 1.9M reactions from USPTO patents (1976-2016). The task is: Predict the product of the given reaction. (1) Given the reactants CS(O[CH2:6][C:7]1[C:12]([C:13]([F:16])([F:15])[F:14])=[CH:11][C:10]([C:17](=[O:32])[NH:18][CH2:19][C:20]2[CH:25]=[C:24]([Cl:26])[CH:23]=[CH:22][C:21]=2[S:27]([CH2:30][CH3:31])(=[O:29])=[O:28])=[CH:9][C:8]=1[Cl:33])(=O)=O.[CH:34]12[CH2:47][CH:38]([N:39]1C(OC(C)(C)C)=O)[CH2:37][NH:36][CH2:35]2, predict the reaction product. The product is: [Cl:33][C:8]1[CH:9]=[C:10]([CH:11]=[C:12]([C:13]([F:16])([F:15])[F:14])[C:7]=1[CH2:6][N:36]1[CH2:35][CH:34]2[CH2:47][CH:38]([NH:39]2)[CH2:37]1)[C:17]([NH:18][CH2:19][C:20]1[CH:25]=[C:24]([Cl:26])[CH:23]=[CH:22][C:21]=1[S:27]([CH2:30][CH3:31])(=[O:28])=[O:29])=[O:32]. (2) Given the reactants [C:1]([O:5][C:6]([C:8]1[C:9]([C:14]2[CH:19]=[CH:18][C:17]([CH2:20][N:21]3[C:25]([CH:26]=[O:27])=[C:24](Br)[N:23]=[C:22]3[O:29][CH2:30][CH2:31][CH3:32])=[C:16]([F:33])[CH:15]=2)=[CH:10][CH:11]=[CH:12][CH:13]=1)=[O:7])([CH3:4])([CH3:3])[CH3:2].[CH3:34][CH2:35]OC(C)=O, predict the reaction product. The product is: [C:1]([O:5][C:6]([C:8]1[C:9]([C:14]2[CH:19]=[CH:18][C:17]([CH2:20][N:21]3[C:25]([CH:26]=[O:27])=[C:24]([CH:34]=[CH2:35])[N:23]=[C:22]3[O:29][CH2:30][CH2:31][CH3:32])=[C:16]([F:33])[CH:15]=2)=[CH:10][CH:11]=[CH:12][CH:13]=1)=[O:7])([CH3:4])([CH3:3])[CH3:2].